From a dataset of Full USPTO retrosynthesis dataset with 1.9M reactions from patents (1976-2016). Predict the reactants needed to synthesize the given product. Given the product [CH3:13][C:14]1[N:15]=[C:16]([NH:25][C:10](=[O:12])[CH2:9][CH2:8][CH2:7][CH2:6][CH:3]2[CH2:4][CH2:5][S:1][S:2]2)[S:17][C:18]=1[CH2:19][CH2:20][O:21][N+:22]([O-:24])=[O:23], predict the reactants needed to synthesize it. The reactants are: [S:1]1[CH2:5][CH2:4][CH:3]([CH2:6][CH2:7][CH2:8][CH2:9][C:10]([OH:12])=O)[S:2]1.[CH3:13][C:14]1[N:15]=[C:16]([NH2:25])[S:17][C:18]=1[CH2:19][CH2:20][O:21][N+:22]([O-:24])=[O:23].